This data is from Full USPTO retrosynthesis dataset with 1.9M reactions from patents (1976-2016). The task is: Predict the reactants needed to synthesize the given product. (1) Given the product [C:1]([NH:5][C:6]1[CH:7]=[C:8]([CH:53]=[CH:54][C:55]=1[F:56])[C:9]([NH:11][C:12]1[CH:17]=[C:16]([C:18]2[NH:26][C:25]3[C:24]4([CH2:31][CH2:30][CH2:29][NH:28][CH2:27]4)[CH2:23][NH:22][C:21](=[O:52])[C:20]=3[CH:19]=2)[CH:15]=[CH:14][N:13]=1)=[O:10])(=[O:4])[CH:2]=[CH2:3], predict the reactants needed to synthesize it. The reactants are: [C:1]([NH:5][C:6]1[CH:7]=[C:8]([CH:53]=[CH:54][C:55]=1[F:56])[C:9]([NH:11][C:12]1[CH:17]=[C:16]([C:18]2[NH:26][C:25]3[C:24]4([CH2:31][CH2:30][CH2:29][N:28](C(OC(C)(C)C)=O)[CH2:27]4)[CH2:23][N:22](CC4C(OC)=CC(OC)=CC=4OC)[C:21](=[O:52])[C:20]=3[CH:19]=2)[CH:15]=[CH:14][N:13]=1)=[O:10])(=[O:4])[CH:2]=[CH2:3].FC(F)(F)C(O)=O. (2) Given the product [F:1][C:2]1[C:7]2[CH2:8][CH2:9][CH:10]([N:19]3[CH:23]=[C:22]([CH:24]4[CH2:29][CH2:28][N:27]([C:32]5[CH:37]=[CH:36][N:35]=[CH:34][N:33]=5)[CH2:26][CH2:25]4)[N:21]=[N:20]3)[C:11](=[O:18])[N:12]([CH2:13][C:14]([F:16])([F:17])[F:15])[C:6]=2[CH:5]=[CH:4][CH:3]=1, predict the reactants needed to synthesize it. The reactants are: [F:1][C:2]1[C:7]2[CH2:8][CH2:9][CH:10]([N:19]3[CH:23]=[C:22]([CH:24]4[CH2:29][CH2:28][NH:27][CH2:26][CH2:25]4)[N:21]=[N:20]3)[C:11](=[O:18])[N:12]([CH2:13][C:14]([F:17])([F:16])[F:15])[C:6]=2[CH:5]=[CH:4][CH:3]=1.Cl.Cl[C:32]1[CH:37]=[CH:36][N:35]=[CH:34][N:33]=1.CCN(C(C)C)C(C)C. (3) Given the product [C:1]([O:5][C:6]([N:8]1[CH2:14][CH2:13][CH2:12][C@@H:9]1[CH2:10][N:15]1[CH2:20][CH2:19][CH2:18][CH2:17][CH2:16]1)=[O:7])([CH3:4])([CH3:3])[CH3:2], predict the reactants needed to synthesize it. The reactants are: [C:1]([O:5][C:6]([N:8]1[CH2:14][CH2:13][CH2:12][C@@H:9]1[CH:10]=O)=[O:7])([CH3:4])([CH3:3])[CH3:2].[NH:15]1[CH2:20][CH2:19][CH2:18][CH2:17][CH2:16]1.